This data is from TCR-epitope binding with 47,182 pairs between 192 epitopes and 23,139 TCRs. The task is: Binary Classification. Given a T-cell receptor sequence (or CDR3 region) and an epitope sequence, predict whether binding occurs between them. (1) The epitope is FLPRVFSAV. The TCR CDR3 sequence is CASSFFLAGGNEQFF. Result: 0 (the TCR does not bind to the epitope). (2) The epitope is TLIGDCATV. The TCR CDR3 sequence is CASSQEPWTGGLYGYTF. Result: 1 (the TCR binds to the epitope). (3) The epitope is ATDALMTGY. The TCR CDR3 sequence is CASSSSGGITDTQYF. Result: 0 (the TCR does not bind to the epitope). (4) The epitope is SEETGTLIV. The TCR CDR3 sequence is CASSQVGSNEKLFF. Result: 0 (the TCR does not bind to the epitope). (5) The epitope is ILHCANFNV. The TCR CDR3 sequence is CASSPQTGEGTDTQYF. Result: 1 (the TCR binds to the epitope). (6) The epitope is FPPTSFGPL. The TCR CDR3 sequence is CASSSLGTDSGANVLTF. Result: 0 (the TCR does not bind to the epitope). (7) The epitope is FTYASALWEI. The TCR CDR3 sequence is CASSIRLAGYNEQFF. Result: 0 (the TCR does not bind to the epitope). (8) The epitope is LLFGYPVYV. The TCR CDR3 sequence is CASSLGTLAKNIQYF. Result: 1 (the TCR binds to the epitope). (9) The epitope is RPPIFIRRL. The TCR CDR3 sequence is CASSQGRAYEQYF. Result: 0 (the TCR does not bind to the epitope). (10) The epitope is GLCTLVAML. The TCR CDR3 sequence is CSARTLDGYTF. Result: 1 (the TCR binds to the epitope).